Dataset: NCI-60 drug combinations with 297,098 pairs across 59 cell lines. Task: Regression. Given two drug SMILES strings and cell line genomic features, predict the synergy score measuring deviation from expected non-interaction effect. (1) Drug 1: CC1=C(C=C(C=C1)NC2=NC=CC(=N2)N(C)C3=CC4=NN(C(=C4C=C3)C)C)S(=O)(=O)N.Cl. Drug 2: C1=NC2=C(N1)C(=S)N=CN2. Cell line: SNB-19. Synergy scores: CSS=0.421, Synergy_ZIP=-3.50, Synergy_Bliss=-5.35, Synergy_Loewe=-17.8, Synergy_HSA=-6.59. (2) Drug 1: B(C(CC(C)C)NC(=O)C(CC1=CC=CC=C1)NC(=O)C2=NC=CN=C2)(O)O. Drug 2: CC1C(C(CC(O1)OC2CC(CC3=C2C(=C4C(=C3O)C(=O)C5=CC=CC=C5C4=O)O)(C(=O)C)O)N)O. Cell line: HCT-15. Synergy scores: CSS=52.3, Synergy_ZIP=-1.55, Synergy_Bliss=-1.78, Synergy_Loewe=1.94, Synergy_HSA=3.66. (3) Cell line: MDA-MB-435. Drug 2: CCC1(C2=C(COC1=O)C(=O)N3CC4=CC5=C(C=CC(=C5CN(C)C)O)N=C4C3=C2)O.Cl. Drug 1: COC1=C2C(=CC3=C1OC=C3)C=CC(=O)O2. Synergy scores: CSS=-5.14, Synergy_ZIP=5.37, Synergy_Bliss=3.17, Synergy_Loewe=-74.4, Synergy_HSA=-6.19. (4) Drug 1: C1=CC(=CC=C1CCCC(=O)O)N(CCCl)CCCl. Drug 2: C1CCC(C(C1)N)N.C(=O)(C(=O)[O-])[O-].[Pt+4]. Cell line: HS 578T. Synergy scores: CSS=13.6, Synergy_ZIP=-5.96, Synergy_Bliss=-8.58, Synergy_Loewe=-8.57, Synergy_HSA=-8.36. (5) Drug 1: COC1=C(C=C2C(=C1)N=CN=C2NC3=CC(=C(C=C3)F)Cl)OCCCN4CCOCC4. Drug 2: COC1=NC(=NC2=C1N=CN2C3C(C(C(O3)CO)O)O)N. Cell line: HL-60(TB). Synergy scores: CSS=69.5, Synergy_ZIP=2.88, Synergy_Bliss=4.91, Synergy_Loewe=3.18, Synergy_HSA=6.33. (6) Drug 1: CC1OCC2C(O1)C(C(C(O2)OC3C4COC(=O)C4C(C5=CC6=C(C=C35)OCO6)C7=CC(=C(C(=C7)OC)O)OC)O)O. Drug 2: CCC(=C(C1=CC=CC=C1)C2=CC=C(C=C2)OCCN(C)C)C3=CC=CC=C3.C(C(=O)O)C(CC(=O)O)(C(=O)O)O. Cell line: UACC-257. Synergy scores: CSS=0.321, Synergy_ZIP=-0.365, Synergy_Bliss=2.07, Synergy_Loewe=-3.91, Synergy_HSA=-1.04. (7) Cell line: MDA-MB-231. Drug 1: CN(CCCl)CCCl.Cl. Drug 2: C(CC(=O)O)C(=O)CN.Cl. Synergy scores: CSS=9.54, Synergy_ZIP=-5.08, Synergy_Bliss=-1.86, Synergy_Loewe=-0.280, Synergy_HSA=-0.256. (8) Drug 1: CN1CCC(CC1)COC2=C(C=C3C(=C2)N=CN=C3NC4=C(C=C(C=C4)Br)F)OC. Drug 2: CCC1(CC2CC(C3=C(CCN(C2)C1)C4=CC=CC=C4N3)(C5=C(C=C6C(=C5)C78CCN9C7C(C=CC9)(C(C(C8N6C)(C(=O)OC)O)OC(=O)C)CC)OC)C(=O)OC)O.OS(=O)(=O)O. Cell line: SN12C. Synergy scores: CSS=25.2, Synergy_ZIP=3.67, Synergy_Bliss=5.00, Synergy_Loewe=2.33, Synergy_HSA=7.47.